From a dataset of TCR-epitope binding with 47,182 pairs between 192 epitopes and 23,139 TCRs. Binary Classification. Given a T-cell receptor sequence (or CDR3 region) and an epitope sequence, predict whether binding occurs between them. (1) The epitope is LQPFPQPELPYPQPQ. The TCR CDR3 sequence is CASSKTGYNEQFF. Result: 0 (the TCR does not bind to the epitope). (2) The epitope is FIAGLIAIV. The TCR CDR3 sequence is CSATGRESGIEQYF. Result: 0 (the TCR does not bind to the epitope). (3) The epitope is YLNTLTLAV. The TCR CDR3 sequence is CASSLSSGGETQYF. Result: 1 (the TCR binds to the epitope). (4) The epitope is NEGVKAAW. The TCR CDR3 sequence is CASSLLAGAADTQYF. Result: 1 (the TCR binds to the epitope). (5) The epitope is QASQEVKNW. The TCR CDR3 sequence is CSVYYNEQFF. Result: 0 (the TCR does not bind to the epitope).